From a dataset of CYP3A4 inhibition data for predicting drug metabolism from PubChem BioAssay. Regression/Classification. Given a drug SMILES string, predict its absorption, distribution, metabolism, or excretion properties. Task type varies by dataset: regression for continuous measurements (e.g., permeability, clearance, half-life) or binary classification for categorical outcomes (e.g., BBB penetration, CYP inhibition). Dataset: cyp3a4_veith. (1) The molecule is Cc1nnc(SCC(=O)Nc2nccs2)[nH]c1=O. The result is 0 (non-inhibitor). (2) The molecule is O=C(CC1(O)CCCCC1)OC1CCCC1. The result is 0 (non-inhibitor). (3) The compound is CCOC(=O)Cc1csc(N/N=C/c2ccc(C(F)(F)F)cc2)n1. The result is 0 (non-inhibitor). (4) The drug is O=C(c1cnccn1)N1CCC2(CC1)CN(Cc1ccccc1)C2. The result is 0 (non-inhibitor). (5) The molecule is CCNc1ncc2nc(CCc3ccccc3)c(=O)n(-c3ccccc3)c2n1. The result is 1 (inhibitor). (6) The molecule is Cc1nc2nc(C)c(CCC(=O)NC(C)c3ccc4c(c3)OCCO4)c(C)n2n1.Cl. The result is 1 (inhibitor). (7) The drug is O=c1[nH]c2cc(Cl)ccc2c(O)c1-c1cccc(Oc2ccccc2)c1. The result is 0 (non-inhibitor).